This data is from Forward reaction prediction with 1.9M reactions from USPTO patents (1976-2016). The task is: Predict the product of the given reaction. (1) Given the reactants [CH2:1]([NH:8][C:9]1[CH:14]=[C:13]([C:15]2[N:20]=[C:19]([N:21]3[CH2:26][CH:25]4[CH2:27][CH:22]3[CH2:23][NH:24]4)[N:18]3[CH:28]=[CH:29][N:30]=[C:17]3[CH:16]=2)[CH:12]=[CH:11][N:10]=1)[C:2]1[CH:7]=[CH:6][CH:5]=[CH:4][CH:3]=1.C(Cl)(Cl)Cl.C(O[BH-](O[C:45](=O)[CH3:46])OC(=O)C)(=O)C.[Na+].[C:49](=O)(O)[O-].[Na+], predict the reaction product. The product is: [CH2:1]([NH:8][C:9]1[CH:14]=[C:13]([C:15]2[N:20]=[C:19]([N:21]3[CH2:26][CH:25]4[CH2:27][CH:22]3[CH2:23][N:24]4[CH:45]([CH3:46])[CH3:49])[N:18]3[CH:28]=[CH:29][N:30]=[C:17]3[CH:16]=2)[CH:12]=[CH:11][N:10]=1)[C:2]1[CH:3]=[CH:4][CH:5]=[CH:6][CH:7]=1. (2) The product is: [CH3:1][N:2]([CH3:22])[C:3]([C:5]1[NH:9][C:8]([C:10]2[C:11]([CH3:21])=[CH:12][C:13]([CH3:20])=[C:14]([CH:19]=2)[C:15]([OH:17])=[O:16])=[N:7][CH:6]=1)=[O:4]. Given the reactants [CH3:1][N:2]([CH3:22])[C:3]([C:5]1[NH:9][C:8]([C:10]2[C:11]([CH3:21])=[CH:12][C:13]([CH3:20])=[C:14]([CH:19]=2)[C:15]([O:17]C)=[O:16])=[N:7][CH:6]=1)=[O:4].O1CCCC1, predict the reaction product. (3) The product is: [F:1][C:2]([F:20])([F:19])[C:3]1[CH:8]=[CH:7][CH:6]=[CH:5][C:4]=1[NH:9][C:10]([NH:22][NH2:23])=[O:11]. Given the reactants [F:1][C:2]([F:20])([F:19])[C:3]1[CH:8]=[CH:7][CH:6]=[CH:5][C:4]=1[NH:9][C:10](=O)[O:11]C1C=CC=CC=1.O.[NH2:22][NH2:23], predict the reaction product. (4) Given the reactants [CH:1]1[C:6]([O:7][C:8]2[CH:13]=[CH:12][C:11]3[C:14](O[C:17](=[O:18])[C:10]=3[CH:9]=2)=[O:15])=[CH:5][C:4]2[C:19](O[C:22](=[O:23])[C:3]=2[CH:2]=1)=[O:20].[CH2:24]([NH2:27])[CH:25]=[CH2:26].O.[K+].[Br-], predict the reaction product. The product is: [CH2:24]([N:27]1[C:19](=[O:20])[C:4]2=[CH:5][C:6]([O:7][C:8]3[CH:9]=[C:10]4[C:17](=[O:18])[N:27]([CH2:24][CH:25]=[CH2:26])[C:14](=[O:15])[C:11]4=[CH:12][CH:13]=3)=[CH:1][CH:2]=[C:3]2[C:22]1=[O:23])[CH:25]=[CH2:26]. (5) Given the reactants Br[C:2]1[CH:7]=[CH:6][CH:5]=[C:4]([F:8])[C:3]=1[C:9]1[CH:14]=[CH:13][C:12]([CH3:15])=[CH:11][CH:10]=1.[O:16]1[CH2:21][CH2:20][C:19](=O)[CH2:18][CH2:17]1.C([Li])(C)(C)C, predict the reaction product. The product is: [F:8][C:4]1[CH:5]=[CH:6][CH:7]=[C:2]2[C:3]=1[C:9]1[CH:14]=[CH:13][C:12]([CH3:15])=[CH:11][C:10]=1[C:19]12[CH2:20][CH2:21][O:16][CH2:17][CH2:18]1. (6) Given the reactants [CH2:1]([N:8]1[CH2:12][C@H:11]([CH2:13][C:14]2[CH:19]=[CH:18][CH:17]=[CH:16][CH:15]=2)[C@H:10]([C:20](O)=[O:21])[CH2:9]1)[C:2]1[CH:7]=[CH:6][CH:5]=[CH:4][CH:3]=1.C1C=C[C:26]2N(O)N=[N:29][C:27]=2[CH:28]=1.CCN=C=NCCCN(C)C.C(N)(C)C, predict the reaction product. The product is: [CH:27]([NH:29][C:20]([C@@H:10]1[C@H:11]([CH2:13][C:14]2[CH:15]=[CH:16][CH:17]=[CH:18][CH:19]=2)[CH2:12][N:8]([CH2:1][C:2]2[CH:3]=[CH:4][CH:5]=[CH:6][CH:7]=2)[CH2:9]1)=[O:21])([CH3:28])[CH3:26].